Dataset: Reaction yield outcomes from USPTO patents with 853,638 reactions. Task: Predict the reaction yield, written as a fraction of the theoretical maximum amount of product (1.0 means a 100% yield; for example, 0.34 means a 34% yield). The reactants are [OH:1][C@@H:2]([CH2:18][N:19]1[CH2:24][CH2:23][O:22][CH2:21][CH2:20]1)[CH2:3][N:4]1[CH2:10][CH2:9][CH2:8][C:7]2[NH:11][C:12]([CH:15]=O)=[C:13]([CH3:14])[C:6]=2[C:5]1=[O:17].[Cl:25][C:26]1[CH:27]=[C:28]2[C:32](=[CH:33][CH:34]=1)[NH:31][C:30](=[O:35])[CH2:29]2.N1CCCCC1. The catalyst is C(O)C. The product is [Cl:25][C:26]1[CH:27]=[C:28]2[C:32](=[CH:33][CH:34]=1)[NH:31][C:30](=[O:35])/[C:29]/2=[CH:15]\[C:12]1[NH:11][C:7]2[CH2:8][CH2:9][CH2:10][N:4]([CH2:3][C@@H:2]([OH:1])[CH2:18][N:19]3[CH2:20][CH2:21][O:22][CH2:23][CH2:24]3)[C:5](=[O:17])[C:6]=2[C:13]=1[CH3:14]. The yield is 0.790.